This data is from Forward reaction prediction with 1.9M reactions from USPTO patents (1976-2016). The task is: Predict the product of the given reaction. (1) Given the reactants [I:1][C:2]1[CH:8]=[CH:7][C:5](N)=[CH:4][CH:3]=1.Cl.N([O-])=O.[Na+].[CH-:14]1[CH:18]=[CH:17][CH:16]=[CH:15]1.[CH-:19]1[CH:23]=[CH:22][CH:21]=[CH:20]1.[Fe+2:24], predict the reaction product. The product is: [I:1][C:2]1[CH:8]=[CH:7][C:5]([C-:14]2[CH:18]=[CH:17][CH:16]=[CH:15]2)=[CH:4][CH:3]=1.[CH-:19]1[CH:23]=[CH:22][CH:21]=[CH:20]1.[Fe+2:24]. (2) Given the reactants [Cl-].C[Al+]C.[C:5]([C:7]1[N:12]=[CH:11][CH:10]=[CH:9][N:8]=1)#[N:6].[C:13]([C:17]1[CH:24]=[CH:23][C:20]([CH2:21][NH2:22])=[CH:19][CH:18]=1)([CH3:16])([CH3:15])[CH3:14].[CH2:25]([C:27](CC)([C:31]([O-])=[O:32])[C:28]([O-])=[O:29])C.[Na].Cl, predict the reaction product. The product is: [CH3:15][C:13]([C:17]1[CH:18]=[CH:19][C:20]([CH2:21][N:22]2[C:28](=[O:29])[C:27]([CH3:25])=[C:31]([OH:32])[N:6]=[C:5]2[C:7]2[N:12]=[CH:11][CH:10]=[CH:9][N:8]=2)=[CH:23][CH:24]=1)([CH3:16])[CH3:14]. (3) Given the reactants [Cl-].[Mg+2].[Cl-].[C:4]([CH:7]([CH2:15][CH2:16][CH2:17][CH2:18][C:19]([O:21][CH2:22][CH3:23])=[O:20])[C:8]([O:10][C:11]([CH3:14])([CH3:13])[CH3:12])=[O:9])(=[O:6])[CH3:5].[C:24]([C:26]1[CH:27]=[C:28]([CH:32]=[CH:33][CH:34]=1)[C:29](Cl)=[O:30])#[N:25].Cl, predict the reaction product. The product is: [C:4]([C:7]([C:29](=[O:30])[C:28]1[CH:32]=[CH:33][CH:34]=[C:26]([C:24]#[N:25])[CH:27]=1)([CH2:15][CH2:16][CH2:17][CH2:18][C:19]([O:21][CH2:22][CH3:23])=[O:20])[C:8]([O:10][C:11]([CH3:12])([CH3:13])[CH3:14])=[O:9])(=[O:6])[CH3:5].